Task: Predict which catalyst facilitates the given reaction.. Dataset: Catalyst prediction with 721,799 reactions and 888 catalyst types from USPTO (1) Reactant: Br[C:2]1[CH:3]=[C:4]2[C:12](=[CH:13][CH:14]=1)[C:7]1=[N:8][CH:9]=[CH:10][CH:11]=[C:6]1[C:5]2([CH3:16])[CH3:15].[C:17]1([C:26]2[CH:31]=[CH:30][CH:29]=[CH:28][CH:27]=2)[CH:22]=[CH:21][CH:20]=[CH:19][C:18]=1B(O)O.C([O-])([O-])=O.[Na+].[Na+].CCO. Product: [C:17]1([C:26]2[CH:27]=[CH:28][CH:29]=[CH:30][CH:31]=2)[CH:22]=[CH:21][CH:20]=[CH:19][C:18]=1[C:2]1[CH:3]=[C:4]2[C:12](=[CH:13][CH:14]=1)[C:7]1=[N:8][CH:9]=[CH:10][CH:11]=[C:6]1[C:5]2([CH3:16])[CH3:15]. The catalyst class is: 206. (2) Reactant: [CH2:1]([NH:4][C:5](=[O:25])[NH:6][C:7]1[N:12]=[CH:11][C:10](B(O)O)=[C:9]([C:16]2[S:17][CH:18]=[C:19]([C:21]([F:24])([F:23])[F:22])[N:20]=2)[CH:8]=1)[CH2:2][CH3:3].Br[C:27]1[C:28]([O:42][CH:43]2[CH2:48][CH2:47][O:46][CH2:45][CH2:44]2)=[N:29][CH:30]=[C:31]([CH:41]=1)[C:32]([O:34][CH:35]1[CH2:40][CH2:39][O:38][CH2:37][CH2:36]1)=[O:33].C(=O)([O-])[O-].[K+].[K+].C(OCC)(=O)C. Product: [CH2:1]([NH:4][C:5](=[O:25])[NH:6][C:7]1[N:12]=[CH:11][C:10]([C:27]2[C:28]([O:42][CH:43]3[CH2:48][CH2:47][O:46][CH2:45][CH2:44]3)=[N:29][CH:30]=[C:31]([C:32]([O:34][CH:35]3[CH2:40][CH2:39][O:38][CH2:37][CH2:36]3)=[O:33])[CH:41]=2)=[C:9]([C:16]2[S:17][CH:18]=[C:19]([C:21]([F:24])([F:23])[F:22])[N:20]=2)[CH:8]=1)[CH2:2][CH3:3]. The catalyst class is: 551. (3) Reactant: [F:1][C:2]1[CH:3]=[C:4]([C:9]2[C:13]([CH:14]=[C:15]3[S:19][C:18](=[O:20])[NH:17][C:16]3=[O:21])=[CH:12][N:11]([C:22]3[CH:27]=[CH:26][CH:25]=[CH:24][CH:23]=3)[N:10]=2)[CH:5]=[C:6]([F:8])[CH:7]=1.[C:28](=O)([O-])[O-].[Na+].[Na+].IC.O. Product: [F:8][C:6]1[CH:5]=[C:4]([C:9]2[C:13]([CH:14]=[C:15]3[S:19][C:18](=[O:20])[N:17]([CH3:28])[C:16]3=[O:21])=[CH:12][N:11]([C:22]3[CH:23]=[CH:24][CH:25]=[CH:26][CH:27]=3)[N:10]=2)[CH:3]=[C:2]([F:1])[CH:7]=1. The catalyst class is: 9. (4) Reactant: [CH3:1][CH2:2][C:3]([C:5]([C:7]1[CH:8]=[CH:9][C:10]([O:15][CH2:16][C:17]([OH:19])=O)=[C:11]([Cl:14])[C:12]=1[Cl:13])=[O:6])=[CH2:4].CC(C)N=C=NC(C)C.[N:29]([CH2:32][CH2:33][CH2:34][NH2:35])=[N+:30]=[N-:31].CO. Product: [N:29]([CH2:32][CH2:33][CH2:34][NH:35][C:17](=[O:19])[CH2:16][O:15][C:10]1[CH:9]=[CH:8][C:7]([C:5](=[O:6])[C:3](=[CH2:4])[CH2:2][CH3:1])=[C:12]([Cl:13])[C:11]=1[Cl:14])=[N+:30]=[N-:31]. The catalyst class is: 2.